From a dataset of CYP1A2 inhibition data for predicting drug metabolism from PubChem BioAssay. Regression/Classification. Given a drug SMILES string, predict its absorption, distribution, metabolism, or excretion properties. Task type varies by dataset: regression for continuous measurements (e.g., permeability, clearance, half-life) or binary classification for categorical outcomes (e.g., BBB penetration, CYP inhibition). Dataset: cyp1a2_veith. (1) The molecule is O=C(NC1CCCC1)c1cnn2c(C(F)(F)F)cc(-c3ccco3)nc12. The result is 1 (inhibitor). (2) The compound is COc1ccc(NC(=O)N2CC3(CCN(C(=O)c4ccncc4)CC3)C2)cc1. The result is 0 (non-inhibitor). (3) The molecule is CO[C@@H]1COC(=O)[C@H]2CCCN2C(=O)C/C=C\[C@H](C)[C@@H](OC)COC(=O)C/C=C\[C@H]1C. The result is 0 (non-inhibitor). (4) The molecule is CCOC(=O)c1c(NC(=O)CCCN2CCOCC2)sc2c1CC(C)(C)OC2. The result is 1 (inhibitor).